The task is: Predict which catalyst facilitates the given reaction.. This data is from Catalyst prediction with 721,799 reactions and 888 catalyst types from USPTO. The catalyst class is: 74. Product: [CH:1]1([N:9]2[C:14]([CH2:15][CH2:16][N:17]3[CH2:22][CH2:21][N:20]([C:23]4[CH:28]=[CH:27][CH:26]=[CH:25][C:24]=4[O:29][CH3:30])[CH2:19][CH2:18]3)=[N:13][NH:12][C:10]2=[O:11])[CH2:8][CH2:7][CH2:6][CH2:5][CH2:4][CH2:3][CH2:2]1. Reactant: [CH:1]1([NH:9][C:10]([NH:12][NH:13][C:14](=O)[CH2:15][CH2:16][N:17]2[CH2:22][CH2:21][N:20]([C:23]3[CH:28]=[CH:27][CH:26]=[CH:25][C:24]=3[O:29][CH3:30])[CH2:19][CH2:18]2)=[O:11])[CH2:8][CH2:7][CH2:6][CH2:5][CH2:4][CH2:3][CH2:2]1.Cl.C(OCC)(=O)C.